From a dataset of Forward reaction prediction with 1.9M reactions from USPTO patents (1976-2016). Predict the product of the given reaction. (1) Given the reactants [NH:1]1[C:5]2[CH:6]=[CH:7][CH:8]=[CH:9][C:4]=2[N:3]=[C:2]1[NH:10][CH2:11][CH2:12][CH2:13][CH2:14][CH2:15][NH:16][C:17]([C:19]1[CH:20]=[CH:21][C:22]2[CH:28]([CH2:29][C:30]([O:32]C)=[O:31])[C:27]3[CH:34]=[CH:35][CH:36]=[CH:37][C:26]=3[C:25](=[O:38])[N:24]([CH3:39])[C:23]=2[CH:40]=1)=[O:18].[OH-].[Na+:42], predict the reaction product. The product is: [NH:1]1[C:5]2[CH:6]=[CH:7][CH:8]=[CH:9][C:4]=2[N:3]=[C:2]1[NH:10][CH2:11][CH2:12][CH2:13][CH2:14][CH2:15][NH:16][C:17]([C:19]1[CH:20]=[CH:21][C:22]2[CH:28]([CH2:29][C:30]([O-:32])=[O:31])[C:27]3[CH:34]=[CH:35][CH:36]=[CH:37][C:26]=3[C:25](=[O:38])[N:24]([CH3:39])[C:23]=2[CH:40]=1)=[O:18].[Na+:42]. (2) Given the reactants F[C:2]1[C:7]([F:8])=[CH:6][C:5]([F:9])=[C:4]([F:10])[N:3]=1.[F:11][C:12]([F:20])([F:19])[C:13]1[S:17][CH:16]=[C:15]([OH:18])[CH:14]=1.C(=O)([O-])[O-].[K+].[K+], predict the reaction product. The product is: [F:10][C:4]1[C:5]([F:9])=[CH:6][C:7]([F:8])=[C:2]([O:18][C:15]2[CH:14]=[C:13]([C:12]([F:20])([F:19])[F:11])[S:17][CH:16]=2)[N:3]=1. (3) Given the reactants C([O:5][C:6]([N:8]1[CH2:13][CH2:12][N:11]([C:14]2[C:23]3[C:18](=[CH:19][C:20]([Cl:24])=[CH:21][CH:22]=3)[NH:17][C:16](=O)[CH:15]=2)[CH2:10][CH2:9]1)=[O:7])(C)(C)C.[H-].[Na+].[F:28][C:29]1[CH:37]=[CH:36][C:32]([CH2:33][CH2:34][NH2:35])=[CH:31][CH:30]=1, predict the reaction product. The product is: [CH2:23]([O:5][C:6]([N:8]1[CH2:13][CH2:12][N:11]([C:14]2[C:23]3[C:18](=[CH:19][C:20]([Cl:24])=[CH:21][CH:22]=3)[N:17]=[C:16]([NH:35][CH2:34][CH2:33][C:32]3[CH:36]=[CH:37][C:29]([F:28])=[CH:30][CH:31]=3)[CH:15]=2)[CH2:10][CH2:9]1)=[O:7])[CH2:14][CH2:15][CH3:16]. (4) Given the reactants [F:1][C:2]1[CH:11]=[C:10]2[C:5]([CH:6]=[CH:7][NH:8][C:9]2=O)=[CH:4][C:3]=1[OH:13].P(Cl)(Cl)([Cl:16])=O, predict the reaction product. The product is: [Cl:16][C:9]1[C:10]2[C:5](=[CH:4][C:3]([OH:13])=[C:2]([F:1])[CH:11]=2)[CH:6]=[CH:7][N:8]=1. (5) Given the reactants [Br:1][C:2]1[CH:8]=[CH:7][C:5]([NH2:6])=[CH:4][C:3]=1[Cl:9].Br[CH2:11][CH2:12][O:13][CH2:14][CH2:15]Br.C([O-])([O-])=O.[K+].[K+].[I-].[K+], predict the reaction product. The product is: [Br:1][C:2]1[CH:8]=[CH:7][C:5]([N:6]2[CH2:15][CH2:14][O:13][CH2:12][CH2:11]2)=[CH:4][C:3]=1[Cl:9]. (6) Given the reactants Br[C:2]1[CH:3]=[CH:4][C:5]2[N:6]([C:15]3[CH:20]=[CH:19][CH:18]=[CH:17][CH:16]=3)[C:7]3[C:12]([C:13]=2[CH:14]=1)=[CH:11][CH:10]=[CH:9][CH:8]=3.[C:21]1([C:27]2[NH:31][C:30]3[CH:32]=[C:33]4[C:38]5[CH:39]=[CH:40][CH:41]=[CH:42][C:37]=5[O:36][C:34]4=[CH:35][C:29]=3[N:28]=2)[CH:26]=[CH:25][CH:24]=[CH:23][CH:22]=1.C(P(C(C)(C)C)C(C)(C)C)(C)(C)C, predict the reaction product. The product is: [C:21]1([C:27]2[N:31]([C:2]3[CH:3]=[CH:4][C:5]4[N:6]([C:15]5[CH:20]=[CH:19][CH:18]=[CH:17][CH:16]=5)[C:7]5[C:12]([C:13]=4[CH:14]=3)=[CH:11][CH:10]=[CH:9][CH:8]=5)[C:30]3[CH:32]=[C:33]4[C:38]5[CH:39]=[CH:40][CH:41]=[CH:42][C:37]=5[O:36][C:34]4=[CH:35][C:29]=3[N:28]=2)[CH:22]=[CH:23][CH:24]=[CH:25][CH:26]=1. (7) Given the reactants Cl.[NH2:2][C:3]1([CH2:11][CH2:12][CH2:13][CH2:14][NH:15][C:16](=[O:25])[O:17][CH2:18][C:19]2[CH:24]=[CH:23][CH:22]=[CH:21][CH:20]=2)[CH2:8][CH2:7][C:6](=[O:9])[NH:5][C:4]1=[O:10].[N+:26]([C:29]1[CH:30]=[C:31]2[C:36](=O)[O:35][C:33](=[O:34])[C:32]2=[CH:38][CH:39]=1)([O-:28])=[O:27].C([O-])(=O)C.[Na+], predict the reaction product. The product is: [N+:26]([C:29]1[CH:30]=[C:31]2[C:32](=[CH:38][CH:39]=1)[C:33](=[O:34])[N:2]([C:3]1([CH2:11][CH2:12][CH2:13][CH2:14][NH:15][C:16](=[O:25])[O:17][CH2:18][C:19]3[CH:20]=[CH:21][CH:22]=[CH:23][CH:24]=3)[CH2:8][CH2:7][C:6](=[O:9])[NH:5][C:4]1=[O:10])[C:36]2=[O:35])([O-:28])=[O:27]. (8) Given the reactants Cl[C:2]1[C:3]2[C:4](=[N:8][N:9]([CH2:11][C:12]3[CH:17]=[CH:16][C:15]([CH2:18][N:19]4[C:23]([CH3:24])=[CH:22][C:21]([CH3:25])=[N:20]4)=[CH:14][CH:13]=3)[CH:10]=2)[N:5]=[CH:6][N:7]=1.[N:26]([CH2:29][C:30]1[C:38]2[C:33](=[CH:34][CH:35]=[C:36]([Cl:39])[CH:37]=2)[NH:32][N:31]=1)=[N+]=[N-].CCN(C(C)C)C(C)C, predict the reaction product. The product is: [Cl:39][C:36]1[CH:37]=[C:38]2[C:33](=[CH:34][CH:35]=1)[NH:32][N:31]=[C:30]2[CH2:29][NH:26][C:2]1[C:3]2[C:4](=[N:8][N:9]([CH2:11][C:12]3[CH:17]=[CH:16][C:15]([CH2:18][N:19]4[C:23]([CH3:24])=[CH:22][C:21]([CH3:25])=[N:20]4)=[CH:14][CH:13]=3)[CH:10]=2)[N:5]=[CH:6][N:7]=1.